From a dataset of Catalyst prediction with 721,799 reactions and 888 catalyst types from USPTO. Predict which catalyst facilitates the given reaction. (1) Reactant: C(=O)([O-])[O-].[K+].[K+].[CH2:7](Br)[C:8]1[CH:13]=[CH:12][CH:11]=[CH:10][CH:9]=1.[C:15]([O:19][C:20]([N:22]1[C:30]2[C:25](=[CH:26][C:27]([OH:31])=[CH:28][CH:29]=2)[CH2:24][CH2:23]1)=[O:21])([CH3:18])([CH3:17])[CH3:16]. Product: [C:15]([O:19][C:20]([N:22]1[C:30]2[C:25](=[CH:26][C:27]([O:31][CH2:7][C:8]3[CH:13]=[CH:12][CH:11]=[CH:10][CH:9]=3)=[CH:28][CH:29]=2)[CH2:24][CH2:23]1)=[O:21])([CH3:18])([CH3:16])[CH3:17]. The catalyst class is: 10. (2) Reactant: [F:1][C:2]1[CH:7]=[CH:6][N:5]=[C:4]([O:8][CH2:9][C:10]2[CH:15]=[CH:14][C:13]([CH2:16][C:17](Cl)=[N:18][OH:19])=[CH:12][CH:11]=2)[CH:3]=1.[C:21]([C:23]1[C:24]([NH2:30])=[N:25][C:26]([NH2:29])=[CH:27][CH:28]=1)#[CH:22].C(N(CC)CC)C. Product: [F:1][C:2]1[CH:7]=[CH:6][N:5]=[C:4]([O:8][CH2:9][C:10]2[CH:15]=[CH:14][C:13]([CH2:16][C:17]3[CH:22]=[C:21]([C:23]4[C:24]([NH2:30])=[N:25][C:26]([NH2:29])=[CH:27][CH:28]=4)[O:19][N:18]=3)=[CH:12][CH:11]=2)[CH:3]=1. The catalyst class is: 7. (3) Reactant: [Br:1][C:2]1[CH:3]=[C:4]([CH:13]=[CH:14][CH:15]=1)/[CH:5]=[N:6]/[S@@:7]([C:9]([CH3:12])([CH3:11])[CH3:10])=[O:8].[Li][C:17]1[CH:18]=[CH:19][CH:20]=[CH:21][CH:22]=1. Product: [Br:1][C:2]1[CH:3]=[C:4]([C@@H:5]([C:17]2[CH:18]=[CH:19][CH:20]=[CH:21][CH:22]=2)[NH:6][S@@:7]([C:9]([CH3:11])([CH3:12])[CH3:10])=[O:8])[CH:13]=[CH:14][CH:15]=1. The catalyst class is: 1. (4) Reactant: FC(F)(F)C(O)=O.C(OC([N:15]1[CH2:24][CH2:23][C:22]2[C@:17]([CH2:35][O:36][CH2:37][CH:38]3[CH2:40][CH2:39]3)([CH2:18][C:19]3[CH:27]=[N:26][N:25]([C:28]4[CH:33]=[CH:32][C:31]([F:34])=[CH:30][CH:29]=4)[C:20]=3[CH:21]=2)[CH2:16]1)=O)(C)(C)C.[Br:41][C:42]1[CH:47]=[CH:46][C:45]([S:48](Cl)(=[O:50])=[O:49])=[CH:44][CH:43]=1.C(N(C(C)C)CC)(C)C. Product: [Br:41][C:42]1[CH:47]=[CH:46][C:45]([S:48]([N:15]2[CH2:24][CH2:23][C:22]3[C@:17]([CH2:35][O:36][CH2:37][CH:38]4[CH2:39][CH2:40]4)([CH2:18][C:19]4[CH:27]=[N:26][N:25]([C:28]5[CH:29]=[CH:30][C:31]([F:34])=[CH:32][CH:33]=5)[C:20]=4[CH:21]=3)[CH2:16]2)(=[O:50])=[O:49])=[CH:44][CH:43]=1. The catalyst class is: 4. (5) Reactant: [NH2:1][CH2:2][CH2:3][CH2:4][CH2:5][N:6]1[CH2:11][CH2:10][CH:9]([C:12]2[CH:13]=[C:14]([NH:18][C:19](=[O:23])[CH:20]([CH3:22])[CH3:21])[CH:15]=[CH:16][CH:17]=2)[CH2:8][CH2:7]1.[Cl:24][C:25]1[CH:26]=[C:27]([CH:31]=[CH:32][CH:33]=1)[C:28](Cl)=[O:29]. Product: [Cl:24][C:25]1[CH:26]=[C:27]([CH:31]=[CH:32][CH:33]=1)[C:28]([NH:1][CH2:2][CH2:3][CH2:4][CH2:5][N:6]1[CH2:7][CH2:8][CH:9]([C:12]2[CH:17]=[CH:16][CH:15]=[C:14]([NH:18][C:19](=[O:23])[CH:20]([CH3:21])[CH3:22])[CH:13]=2)[CH2:10][CH2:11]1)=[O:29]. The catalyst class is: 76. (6) Reactant: [C:1]([C:3]([C:6]1[S:7][CH:8]=[C:9]([C:11]([OH:13])=O)[N:10]=1)([CH3:5])[CH3:4])#[N:2].C(Cl)(=O)C(Cl)=O.O1CCCC1.[NH2:25][C:26]1[CH:27]=[CH:28][C:29]([O:48][CH3:49])=[C:30]([CH:47]=1)[O:31][C:32]1[CH:33]=[CH:34][C:35]2[N:36]([CH:38]=[C:39]([NH:41][C:42]([CH:44]3[CH2:46][CH2:45]3)=[O:43])[N:40]=2)[N:37]=1. Product: [C:1]([C:3]([C:6]1[S:7][CH:8]=[C:9]([C:11]([NH:25][C:26]2[CH:27]=[CH:28][C:29]([O:48][CH3:49])=[C:30]([O:31][C:32]3[CH:33]=[CH:34][C:35]4[N:36]([CH:38]=[C:39]([NH:41][C:42]([CH:44]5[CH2:46][CH2:45]5)=[O:43])[N:40]=4)[N:37]=3)[CH:47]=2)=[O:13])[N:10]=1)([CH3:4])[CH3:5])#[N:2]. The catalyst class is: 402.